This data is from Full USPTO retrosynthesis dataset with 1.9M reactions from patents (1976-2016). The task is: Predict the reactants needed to synthesize the given product. Given the product [CH3:1][O:2][C:3]1[CH:4]=[CH:5][C:6]([C@H:9]2[CH2:14][CH2:13][CH2:12][C@@H:11]3[N:10]2[C:17](=[O:21])[CH2:18][CH:19]=[CH:20]3)=[CH:7][CH:8]=1, predict the reactants needed to synthesize it. The reactants are: [CH3:1][O:2][C:3]1[CH:8]=[CH:7][C:6]([C@H:9]2[CH2:14][CH2:13][CH2:12][C@@H:11](C=C)[N:10]2[C:17](=[O:21])[CH2:18][CH:19]=[CH2:20])=[CH:5][CH:4]=1.